From a dataset of Catalyst prediction with 721,799 reactions and 888 catalyst types from USPTO. Predict which catalyst facilitates the given reaction. (1) Reactant: C(=O)([O-])[O-].[Cs+].[Cs+].[C:7]([C:15]1[CH:37]=[C:36]([CH2:38][CH3:39])[CH:35]=[CH:34][C:16]=1[O:17][CH:18]([CH3:33])[CH2:19][CH2:20]C1C=CC(OCC(O)=O)=C(C)C=1)(=[O:14])[C:8]1[CH:13]=[CH:12][CH:11]=[CH:10][CH:9]=1.[CH3:40][O:41][C:42](=[O:53])[CH2:43][CH2:44][C:45]1[CH:50]=[CH:49][C:48]([SH:51])=[CH:47][C:46]=1[CH3:52]. Product: [CH3:40][O:41][C:42](=[O:53])[CH2:43][CH2:44][C:45]1[CH:50]=[CH:49][C:48]([S:51][CH2:20][CH2:19][CH:18]([O:17][C:16]2[CH:34]=[CH:35][C:36]([CH2:38][CH3:39])=[CH:37][C:15]=2[C:7](=[O:14])[C:8]2[CH:9]=[CH:10][CH:11]=[CH:12][CH:13]=2)[CH3:33])=[CH:47][C:46]=1[CH3:52]. The catalyst class is: 3. (2) Reactant: [CH3:1][C:2]1[CH:7]=[CH:6][C:5]([C:8]2([OH:21])[CH2:13][CH2:12][N:11](C(OC(C)(C)C)=O)[CH2:10][CH2:9]2)=[CH:4][C:3]=1[C:22]([F:25])([F:24])[F:23].FC(F)(F)C(O)=O. Product: [CH3:1][C:2]1[CH:7]=[CH:6][C:5]([C:8]2([OH:21])[CH2:9][CH2:10][NH:11][CH2:12][CH2:13]2)=[CH:4][C:3]=1[C:22]([F:24])([F:23])[F:25]. The catalyst class is: 2.